Task: Predict the reaction yield, written as a fraction of the theoretical maximum amount of product (1.0 means a 100% yield; for example, 0.34 means a 34% yield).. Dataset: Reaction yield outcomes from USPTO patents with 853,638 reactions (1) The reactants are [Cl:1][C:2]1[CH:7]=[CH:6][C:5]([CH:8]([NH:10][C:11](=[O:33])[CH2:12][N:13]2[C:17]3[CH2:18][N:19](C(OC(C)(C)C)=O)[CH2:20][CH2:21][C:16]=3[C:15]([C:29]([F:32])([F:31])[F:30])=[N:14]2)[CH3:9])=[CH:4][CH:3]=1.FC(F)(F)C(O)=O. The catalyst is C(Cl)Cl. The product is [Cl:1][C:2]1[CH:7]=[CH:6][C:5]([CH:8]([NH:10][C:11](=[O:33])[CH2:12][N:13]2[C:17]3[CH2:18][NH:19][CH2:20][CH2:21][C:16]=3[C:15]([C:29]([F:31])([F:32])[F:30])=[N:14]2)[CH3:9])=[CH:4][CH:3]=1. The yield is 0.920. (2) The reactants are C(=O)([O-])[O-].[K+].[K+].[Cl:7][C:8]1[C:17]2[C:12](=[C:13]([Cl:18])[CH:14]=[CH:15][CH:16]=2)[CH:11]=[C:10]([OH:19])[N:9]=1.Br[CH2:21][CH2:22][O:23][CH3:24]. The catalyst is O. The product is [Cl:7][C:8]1[C:17]2[C:12](=[C:13]([Cl:18])[CH:14]=[CH:15][CH:16]=2)[CH:11]=[C:10]([O:19][CH2:21][CH2:22][O:23][CH3:24])[N:9]=1. The yield is 0.870. (3) The reactants are OS(O)(=O)=O.[NH2:6][C:7]1[C:15]([Cl:16])=[CH:14][C:10]([C:11]([OH:13])=[O:12])=[CH:9][C:8]=1[Cl:17].[CH3:18]O. No catalyst specified. The product is [NH2:6][C:7]1[C:8]([Cl:17])=[CH:9][C:10]([C:11]([O:13][CH3:18])=[O:12])=[CH:14][C:15]=1[Cl:16]. The yield is 0.700. (4) The reactants are [F:1][C:2]1[CH:3]=[C:4]([CH:9]=[CH:10][C:11]2[CH:16]=[CH:15][C:14]([O:17]C(=O)C)=[CH:13][CH:12]=2)[CH:5]=[C:6]([F:8])[CH:7]=1.Cl. The catalyst is CO.O1CCOCC1. The product is [F:1][C:2]1[CH:3]=[C:4]([CH:9]=[CH:10][C:11]2[CH:16]=[CH:15][C:14]([OH:17])=[CH:13][CH:12]=2)[CH:5]=[C:6]([F:8])[CH:7]=1. The yield is 0.880. (5) The reactants are [N+:1]([C:4]1[CH:10]=[CH:9][C:7]([NH2:8])=[CH:6][CH:5]=1)([O-:3])=[O:2].[N+](=[C:13]([C:18](=[O:20])[CH3:19])[C:14]([O:16][CH3:17])=[O:15])=[N-]. The catalyst is C1(C)C=CC=CC=1.CC([O-])=O.CC([O-])=O.CC([O-])=O.CC([O-])=O.[Rh+2].[Rh+2]. The product is [N+:1]([C:4]1[CH:10]=[CH:9][C:7]([NH:8][CH:13]([C:18](=[O:20])[CH3:19])[C:14]([O:16][CH3:17])=[O:15])=[CH:6][CH:5]=1)([O-:3])=[O:2]. The yield is 0.980. (6) The reactants are [CH2:1]([O:4][N:5]([C@H:18]1[CH2:23][N:22]([C:24]([O:26][C:27]([CH3:30])([CH3:29])[CH3:28])=[O:25])[C@H:21]([C:31]([OH:33])=O)[C:20]([CH3:34])=[CH:19]1)[S:6]([C:9]1[CH:14]=[CH:13][CH:12]=[CH:11][C:10]=1[N+:15]([O-:17])=[O:16])(=[O:8])=[O:7])[CH:2]=[CH2:3].Cl.N.C[N:38](C(ON1N=NC2C=CC=NC1=2)=[N+](C)C)C.F[P-](F)(F)(F)(F)F.C(N(C(C)C)C(C)C)C. The catalyst is CN(C=O)C.C(OCC)(=O)C. The product is [CH2:1]([O:4][N:5]([C@H:18]1[CH2:23][N:22]([C:24]([O:26][C:27]([CH3:28])([CH3:30])[CH3:29])=[O:25])[C@H:21]([C:31](=[O:33])[NH2:38])[C:20]([CH3:34])=[CH:19]1)[S:6]([C:9]1[CH:14]=[CH:13][CH:12]=[CH:11][C:10]=1[N+:15]([O-:17])=[O:16])(=[O:8])=[O:7])[CH:2]=[CH2:3]. The yield is 0.702. (7) The reactants are [CH2:1]([O:8][C:9]1[C:10]([F:27])=[C:11]([F:26])[C:12]([NH:18][C:19]2[CH:24]=[CH:23][CH:22]=[CH:21][C:20]=2[Cl:25])=[C:13]([CH:17]=1)[C:14]([OH:16])=[O:15])[C:2]1[CH:7]=[CH:6][CH:5]=[CH:4][CH:3]=1.C(=O)(O)[O-].[K+].[CH2:33](Br)[C:34]1[CH:39]=[CH:38][CH:37]=[CH:36][CH:35]=1.O. The catalyst is CN(C=O)C. The product is [CH2:1]([O:8][C:9]1[C:10]([F:27])=[C:11]([F:26])[C:12]([NH:18][C:19]2[CH:24]=[CH:23][CH:22]=[CH:21][C:20]=2[Cl:25])=[C:13]([CH:17]=1)[C:14]([O:16][CH2:33][C:34]1[CH:39]=[CH:38][CH:37]=[CH:36][CH:35]=1)=[O:15])[C:2]1[CH:3]=[CH:4][CH:5]=[CH:6][CH:7]=1. The yield is 0.950.